This data is from Forward reaction prediction with 1.9M reactions from USPTO patents (1976-2016). The task is: Predict the product of the given reaction. Given the reactants [NH2:1][N:2]1[C:7]([CH3:8])=[CH:6][CH:5]=[CH:4][C:3]1=[NH2+:9].CC1C=C(C)C=C(C)C=1S([O-])(=O)=O.[Cl:23][CH2:24][C:25](OC)=O.C(=O)([O-])[O-].[K+].[K+], predict the reaction product. The product is: [Cl:23][CH2:24][C:25]1[N:9]=[C:3]2[CH:4]=[CH:5][CH:6]=[C:7]([CH3:8])[N:2]2[N:1]=1.